From a dataset of Catalyst prediction with 721,799 reactions and 888 catalyst types from USPTO. Predict which catalyst facilitates the given reaction. (1) Reactant: [C:1]([O:6][CH2:7][C@@H:8]1[C@@H:12]([O:13][Si](C(C)(C)C)(C)C)[C@@H:11]([O:21][Si](C(C)(C)C)(C)C)[C@H:10]([N:29]2[CH:34]=[CH:33][CH:32]=[N:31][C:30]2=[O:35])[O:9]1)(=[O:5])[CH2:2][CH2:3][CH3:4].[F-].C([N+](CCCC)(CCCC)CCCC)CCC. Product: [C:1]([O:6][CH2:7][C@@H:8]1[C@@H:12]([OH:13])[C@@H:11]([OH:21])[C@H:10]([N:29]2[CH:34]=[CH:33][CH:32]=[N:31][C:30]2=[O:35])[O:9]1)(=[O:5])[CH2:2][CH2:3][CH3:4]. The catalyst class is: 1. (2) Reactant: [H-].[Na+].[CH2:3]([O:5][C:6]([C:8]1[CH:17]=[C:11]2[C:12](=[O:16])[NH:13][CH2:14][CH2:15][N:10]2[N:9]=1)=[O:7])[CH3:4].[CH2:18](Br)[C:19]1[CH:24]=[CH:23][CH:22]=[CH:21][CH:20]=1. Product: [CH2:3]([O:5][C:6]([C:8]1[CH:17]=[C:11]2[C:12](=[O:16])[N:13]([CH2:18][C:19]3[CH:24]=[CH:23][CH:22]=[CH:21][CH:20]=3)[CH2:14][CH2:15][N:10]2[N:9]=1)=[O:7])[CH3:4]. The catalyst class is: 18. (3) Reactant: [NH2:1][C:2]1[CH:15]=[CH:14][C:13]([Cl:16])=[CH:12][C:3]=1[C:4]([C:6]1[CH:11]=[CH:10][CH:9]=[CH:8][CH:7]=1)=O.[Br:17][C:18]1[CH:19]=[C:20]([CH2:24][C:25](O)=[O:26])[CH:21]=[N:22][CH:23]=1.Cl.CN(C)CCCN=C=NCC.N1CCCCC1. Product: [Br:17][C:18]1[CH:19]=[C:20]([C:24]2[C:25](=[O:26])[NH:1][C:2]3[C:3]([C:4]=2[C:6]2[CH:11]=[CH:10][CH:9]=[CH:8][CH:7]=2)=[CH:12][C:13]([Cl:16])=[CH:14][CH:15]=3)[CH:21]=[N:22][CH:23]=1. The catalyst class is: 390. (4) Reactant: [C:1]([O:5][C:6](=[O:20])[C:7]([CH3:19])([O:9][C:10]1[CH:18]=[CH:17][C:13]([C:14]([OH:16])=[O:15])=[CH:12][CH:11]=1)[CH3:8])([CH3:4])([CH3:3])[CH3:2].[F:21][C:22]([F:39])([F:38])[S:23][C:24]1[CH:37]=[CH:36][C:27]([CH2:28][N:29]2[CH:33]=[C:32]([CH2:34]O)[N:31]=[N:30]2)=[CH:26][CH:25]=1.C1(N=C=NC2CCCCC2)CCCCC1. Product: [C:1]([O:5][C:6](=[O:20])[C:7]([CH3:8])([O:9][C:10]1[CH:11]=[CH:12][C:13]([C:14]([O:16][CH2:34][C:32]2[N:31]=[N:30][N:29]([CH2:28][C:27]3[CH:26]=[CH:25][C:24]([S:23][C:22]([F:39])([F:21])[F:38])=[CH:37][CH:36]=3)[CH:33]=2)=[O:15])=[CH:17][CH:18]=1)[CH3:19])([CH3:2])([CH3:3])[CH3:4]. The catalyst class is: 119.